Dataset: Full USPTO retrosynthesis dataset with 1.9M reactions from patents (1976-2016). Task: Predict the reactants needed to synthesize the given product. (1) Given the product [C:26]([O:25][CH2:24][CH2:23][C:22]([CH3:34])=[C:7]([F:9])[F:8])(=[O:33])[C:27]1[CH:32]=[CH:31][CH:30]=[CH:29][CH:28]=1, predict the reactants needed to synthesize it. The reactants are: O1CCCC1.Br[C:7](Br)([F:9])[F:8].CN(P(N(C)C)N(C)C)C.O=[C:22]([CH3:34])[CH2:23][CH2:24][O:25][C:26](=[O:33])[C:27]1[CH:32]=[CH:31][CH:30]=[CH:29][CH:28]=1. (2) Given the product [CH2:17]([C:2]1([N:1]2[C:29](=[O:28])[C:24]3=[C:23]([F:31])[C:22]([F:32])=[C:21]([F:33])[C:20]([F:19])=[C:25]3[C:26]2=[O:27])[C:7](=[O:8])[N:6]([C:9]2[CH:14]=[CH:13][CH:12]=[CH:11][CH:10]=2)[C:5](=[O:15])[NH:4][C:3]1=[O:16])[CH3:18], predict the reactants needed to synthesize it. The reactants are: [NH2:1][C:2]1([CH2:17][CH3:18])[C:7](=[O:8])[N:6]([C:9]2[CH:14]=[CH:13][CH:12]=[CH:11][CH:10]=2)[C:5](=[O:15])[NH:4][C:3]1=[O:16].[F:19][C:20]1[C:21]([F:33])=[C:22]([F:32])[C:23]([F:31])=[C:24]2[C:29](=O)[O:28][C:26](=[O:27])[C:25]=12. (3) Given the product [F:15][C:14]1[CH:13]=[N:12][N:9]2[CH:10]=[CH:11][C:6]([NH2:5])=[CH:7][C:8]=12, predict the reactants needed to synthesize it. The reactants are: FC(F)(F)C([NH:5][C:6]1[CH:11]=[CH:10][N:9]2[N:12]=[CH:13][C:14]([F:15])=[C:8]2[CH:7]=1)=O.O.C([O-])([O-])=O.[K+].[K+]. (4) The reactants are: [I-].[CH2:2]([O:4][C:5]([C:7]1[CH:12]=[CH:11][C:10]([Zn+])=[CH:9][CH:8]=1)=[O:6])[CH3:3].[C:14](Cl)(=[O:18])[CH:15]([CH3:17])[CH3:16]. Given the product [C:14]([C:10]1[CH:11]=[CH:12][C:7]([C:5]([O:4][CH2:2][CH3:3])=[O:6])=[CH:8][CH:9]=1)(=[O:18])[CH:15]([CH3:17])[CH3:16], predict the reactants needed to synthesize it. (5) Given the product [CH3:1][O:2][C:3](=[O:13])[CH2:4][CH2:5][CH2:6][CH:7]1[CH2:12][CH2:11][N:10]([CH2:15][CH2:16][O:17][CH2:18][C:19]2[CH:24]=[CH:23][CH:22]=[CH:21][CH:20]=2)[CH2:9][CH2:8]1, predict the reactants needed to synthesize it. The reactants are: [CH3:1][O:2][C:3](=[O:13])[CH2:4][CH2:5][CH2:6][CH:7]1[CH2:12][CH2:11][NH:10][CH2:9][CH2:8]1.Br[CH2:15][CH2:16][O:17][CH2:18][C:19]1[CH:24]=[CH:23][CH:22]=[CH:21][CH:20]=1.C(N(CC)CC)C. (6) Given the product [CH2:1]([O:3][C:4]([C@@H:6]1[C@@H:8]([C:9](=[O:24])[NH:10][C@@H:11]([CH2:18][C:19]2[N:20]=[CH:21][S:22][CH:23]=2)[C:12]([NH:13][CH2:14][C:15]2[N:27]=[N:26][N:25]([C:28]3[CH:34]=[CH:33][C:31]([NH2:32])=[CH:30][CH:29]=3)[CH:16]=2)=[O:17])[O:7]1)=[O:5])[CH3:2], predict the reactants needed to synthesize it. The reactants are: [CH2:1]([O:3][C:4]([C@@H:6]1[C@@H:8]([C:9](=[O:24])[NH:10][C@@H:11]([CH2:18][C:19]2[N:20]=[CH:21][S:22][CH:23]=2)[C:12](=[O:17])[NH:13][CH2:14][C:15]#[CH:16])[O:7]1)=[O:5])[CH3:2].[N:25]([C:28]1[CH:34]=[CH:33][C:31]([NH2:32])=[CH:30][CH:29]=1)=[N+:26]=[N-:27].CCCC[Sn](OC(C)=O)(CCCC)CCCC.